Dataset: Reaction yield outcomes from USPTO patents with 853,638 reactions. Task: Predict the reaction yield, written as a fraction of the theoretical maximum amount of product (1.0 means a 100% yield; for example, 0.34 means a 34% yield). The reactants are [OH:1][C:2]1[CH:3]=[CH:4][C:5]2[N:9]=[C:8]([CH2:10][O:11][C:12]3[CH:13]=[C:14]([CH:19]=[CH:20][CH:21]=3)[C:15]([O:17][CH3:18])=[O:16])[N:7]([CH3:22])[C:6]=2[CH:23]=1.[Br:24][C:25]1[C:30]([Br:31])=[CH:29][C:28]([Br:32])=[C:27](F)[N:26]=1.N1C2C(=CC=C3C=2N=CC=C3)C=CC=1.C(=O)([O-])[O-].[Cs+].[Cs+]. The catalyst is [Cu](I)I.CN(C=O)C. The product is [CH3:22][N:7]1[C:6]2[CH:23]=[C:2]([O:1][C:27]3[C:28]([Br:32])=[CH:29][C:30]([Br:31])=[C:25]([Br:24])[N:26]=3)[CH:3]=[CH:4][C:5]=2[N:9]=[C:8]1[CH2:10][O:11][C:12]1[CH:13]=[C:14]([CH:19]=[CH:20][CH:21]=1)[C:15]([O:17][CH3:18])=[O:16]. The yield is 0.860.